From a dataset of Reaction yield outcomes from USPTO patents with 853,638 reactions. Predict the reaction yield, written as a fraction of the theoretical maximum amount of product (1.0 means a 100% yield; for example, 0.34 means a 34% yield). (1) The reactants are [F:1][C:2]([F:32])([F:31])[C:3]([C:12]1[CH:27]=[CH:26][C:15]([O:16][C:17]2[CH:18]=[C:19]([CH:23](O)[CH3:24])[CH:20]=[CH:21][CH:22]=2)=[C:14]([CH2:28][CH2:29][CH3:30])[CH:13]=1)([O:8]COC)[C:4]([F:7])([F:6])[F:5].[CH3:33][CH:34]([O:36][C:37]1[CH:42]=[CH:41][C:40]([C:43]2([CH3:50])[NH:47][C:46](=[O:48])[NH:45][C:44]2=[O:49])=[CH:39][CH:38]=1)[CH3:35].C1(P(C2C=CC=CC=2)C2C=CC=CC=2)C=CC=CC=1. The catalyst is O1CCCC1.CCOC(/N=N/C(OCC)=O)=O. The product is [F:32][C:2]([F:31])([F:1])[C:3]([C:12]1[CH:27]=[CH:26][C:15]([O:16][C:17]2[CH:18]=[C:19]([CH:23]([N:45]3[C:44](=[O:49])[C:43]([C:40]4[CH:41]=[CH:42][C:37]([O:36][CH:34]([CH3:33])[CH3:35])=[CH:38][CH:39]=4)([CH3:50])[NH:47][C:46]3=[O:48])[CH3:24])[CH:20]=[CH:21][CH:22]=2)=[C:14]([CH2:28][CH2:29][CH3:30])[CH:13]=1)([OH:8])[C:4]([F:7])([F:6])[F:5]. The yield is 0.660. (2) The reactants are Br[CH2:2][CH2:3][O:4][C:5]1[CH:10]=[CH:9][C:8]([N+:11]([O-:13])=[O:12])=[CH:7][C:6]=1[O:14][CH3:15].[CH2:16]([N:18](CC)[CH2:19][CH3:20])[CH3:17].CN(C=[O:27])C. The catalyst is CCOC(C)=O. The product is [CH3:15][O:14][C:6]1[CH:7]=[C:8]([N+:11]([O-:13])=[O:12])[CH:9]=[CH:10][C:5]=1[O:4][CH2:3][CH2:2][N:18]1[CH2:19][CH2:20][CH:17]([OH:27])[CH2:16]1. The yield is 0.510. (3) The reactants are [CH2:1]([N:8]1[C:25]([CH3:27])([CH3:26])[CH2:24][O:23][C:10]2([CH2:15][CH2:14][N:13](C(OC(C)(C)C)=O)[CH2:12][CH2:11]2)[CH2:9]1)[C:2]1[CH:7]=[CH:6][CH:5]=[CH:4][CH:3]=1.[ClH:28].O1CCOCC1. No catalyst specified. The product is [ClH:28].[CH2:1]([N:8]1[C:25]([CH3:27])([CH3:26])[CH2:24][O:23][C:10]2([CH2:11][CH2:12][NH:13][CH2:14][CH2:15]2)[CH2:9]1)[C:2]1[CH:7]=[CH:6][CH:5]=[CH:4][CH:3]=1. The yield is 0.860. (4) The reactants are [CH3:1][O-].[Na+].[F:4][CH2:5][CH2:6][O:7][CH2:8][CH2:9][O:10][CH2:11][CH2:12][O:13][C:14]1[CH:15]=[C:16]2[C:21](=[CH:22][CH:23]=1)[CH:20]=[C:19]([C:24]1[CH:29]=[CH:28][C:27]([NH2:30])=[CH:26][CH:25]=1)[CH:18]=[CH:17]2.C=O.[BH4-].[Na+]. The catalyst is CO. The product is [F:4][CH2:5][CH2:6][O:7][CH2:8][CH2:9][O:10][CH2:11][CH2:12][O:13][C:14]1[CH:15]=[C:16]2[C:21](=[CH:22][CH:23]=1)[CH:20]=[C:19]([C:24]1[CH:29]=[CH:28][C:27]([NH:30][CH3:1])=[CH:26][CH:25]=1)[CH:18]=[CH:17]2. The yield is 0.720.